Dataset: Reaction yield outcomes from USPTO patents with 853,638 reactions. Task: Predict the reaction yield, written as a fraction of the theoretical maximum amount of product (1.0 means a 100% yield; for example, 0.34 means a 34% yield). (1) The reactants are C([O:4][CH2:5][C:6]1[CH:7]=[C:8]2[CH:14]=[CH:13][O:12][C:9]2=[CH:10][N:11]=1)(=O)C.C([O-])(O)=O.[Na+].[Br:20]Br.C([O-])([O-])=O.[K+].[K+]. The catalyst is C(Cl)Cl. The product is [Br:20][C:14]1[C:8]2[C:9](=[CH:10][N:11]=[C:6]([CH2:5][OH:4])[CH:7]=2)[O:12][CH:13]=1. The yield is 0.810. (2) The reactants are [N:1]1([C:7]2[CH:12]=[CH:11][C:10]([NH2:13])=[C:9]([N+:14]([O-:16])=[O:15])[CH:8]=2)[CH2:6][CH2:5][O:4][CH2:3][CH2:2]1.Cl[C:18]1[N:23]=[CH:22][N:21]=[C:20]([N:24]([CH3:48])[C:25]([N:27]([C:36]2[C:41]([Cl:42])=[C:40]([O:43][CH3:44])[CH:39]=[C:38]([O:45][CH3:46])[C:37]=2[Cl:47])[CH2:28][O:29][CH2:30][CH2:31][Si:32]([CH3:35])([CH3:34])[CH3:33])=[O:26])[CH:19]=1.CC1(C)C2C(=C(P(C3C=CC=CC=3)C3C=CC=CC=3)C=CC=2)OC2C(P(C3C=CC=CC=3)C3C=CC=CC=3)=CC=CC1=2.C([O-])([O-])=O.[Cs+].[Cs+]. The catalyst is C1(C)C=CC=CC=1.C1C=CC(/C=C/C(/C=C/C2C=CC=CC=2)=O)=CC=1.C1C=CC(/C=C/C(/C=C/C2C=CC=CC=2)=O)=CC=1.C1C=CC(/C=C/C(/C=C/C2C=CC=CC=2)=O)=CC=1.[Pd].[Pd]. The product is [Cl:42][C:41]1[C:40]([O:43][CH3:44])=[CH:39][C:38]([O:45][CH3:46])=[C:37]([Cl:47])[C:36]=1[N:27]([CH2:28][O:29][CH2:30][CH2:31][Si:32]([CH3:35])([CH3:33])[CH3:34])[C:25]([N:24]([CH3:48])[C:20]1[CH:19]=[C:18]([NH:13][C:10]2[CH:11]=[CH:12][C:7]([N:1]3[CH2:6][CH2:5][O:4][CH2:3][CH2:2]3)=[CH:8][C:9]=2[N+:14]([O-:16])=[O:15])[N:23]=[CH:22][N:21]=1)=[O:26]. The yield is 0.490. (3) The reactants are [Cl:1][C:2]1[CH:7]=[CH:6][C:5]([CH2:8][C:9]#[N:10])=[CH:4][C:3]=1[OH:11].C([O-])([O-])=O.[K+].[K+].[CH:18]1[CH:23]=[CH:22][C:21]([CH2:24]Br)=[CH:20][CH:19]=1. The catalyst is CC#N. The product is [CH2:24]([O:11][C:3]1[CH:4]=[C:5]([CH2:8][C:9]#[N:10])[CH:6]=[CH:7][C:2]=1[Cl:1])[C:21]1[CH:22]=[CH:23][CH:18]=[CH:19][CH:20]=1. The yield is 0.600.